Dataset: Forward reaction prediction with 1.9M reactions from USPTO patents (1976-2016). Task: Predict the product of the given reaction. (1) Given the reactants [C:1]([C:3]1[CH:27]=[CH:26][C:6]([CH2:7][O:8][C:9]2[CH:14]=[CH:13][C:12]([C@@H:15]3[CH2:17][C@H:16]3[NH:18]C(=O)OC(C)(C)C)=[CH:11][CH:10]=2)=[CH:5][CH:4]=1)#[N:2].O.[OH-].[Na+], predict the reaction product. The product is: [NH2:18][C@@H:16]1[CH2:17][C@H:15]1[C:12]1[CH:13]=[CH:14][C:9]([O:8][CH2:7][C:6]2[CH:5]=[CH:4][C:3]([C:1]#[N:2])=[CH:27][CH:26]=2)=[CH:10][CH:11]=1. (2) Given the reactants [CH:1]1([N:4]2[CH2:10][CH2:9][CH2:8][N:7]([C:11]([C:13]3[CH:20]=[CH:19][C:16]([CH:17]=[O:18])=[CH:15][CH:14]=3)=[O:12])[CH2:6][CH2:5]2)[CH2:3][CH2:2]1.[CH:21]1([Mg]Cl)[CH2:26][CH2:25][CH2:24][CH2:23][CH2:22]1, predict the reaction product. The product is: [CH:21]1([CH:17]([OH:18])[C:16]2[CH:15]=[CH:14][C:13]([C:11]([N:7]3[CH2:8][CH2:9][CH2:10][N:4]([CH:1]4[CH2:3][CH2:2]4)[CH2:5][CH2:6]3)=[O:12])=[CH:20][CH:19]=2)[CH2:26][CH2:25][CH2:24][CH2:23][CH2:22]1. (3) Given the reactants [CH:1]1([CH2:4][N:5]([CH:23]([C:26]2[CH:31]=[CH:30][CH:29]=[CH:28][CH:27]=2)[CH:24]=[CH2:25])[C:6](=[O:22])[CH:7]([N:11]2[C:19](=[O:20])[C:18]3[C:13](=[CH:14][CH:15]=[CH:16][CH:17]=3)[C:12]2=[O:21])[CH2:8]C=C)[CH2:3][CH2:2]1.CS(C)=O, predict the reaction product. The product is: [CH:1]1([CH2:4][N:5]2[CH:23]([C:26]3[CH:27]=[CH:28][CH:29]=[CH:30][CH:31]=3)[CH:24]=[CH:25][CH2:8][CH:7]([N:11]3[C:19](=[O:20])[C:18]4[C:13](=[CH:14][CH:15]=[CH:16][CH:17]=4)[C:12]3=[O:21])[C:6]2=[O:22])[CH2:3][CH2:2]1. (4) Given the reactants [CH:1]1([NH2:6])[CH2:5][CH2:4][CH2:3][CH2:2]1.Cl[C:8]1[N:13]=[C:12]([C:14]2[CH:19]=[CH:18][N:17]=[C:16]([Cl:20])[CH:15]=2)[CH:11]=[CH:10][N:9]=1, predict the reaction product. The product is: [Cl:20][C:16]1[CH:15]=[C:14]([C:12]2[CH:11]=[CH:10][N:9]=[C:8]([NH:6][CH:1]3[CH2:5][CH2:4][CH2:3][CH2:2]3)[N:13]=2)[CH:19]=[CH:18][N:17]=1. (5) Given the reactants [Cl:1][C:2]1[CH:10]=[CH:9][CH:8]=[CH:7][C:3]=1[C:4](Cl)=[O:5].[CH2:11]([NH:18][C:19]([C:21]1[S:25][C:24]([NH2:26])=[N:23][C:22]=1[CH3:27])=[O:20])[C:12]1[CH:17]=[CH:16][CH:15]=[CH:14][CH:13]=1, predict the reaction product. The product is: [CH2:11]([NH:18][C:19]([C:21]1[S:25][C:24]([NH:26][C:4](=[O:5])[C:3]2[CH:7]=[CH:8][CH:9]=[CH:10][C:2]=2[Cl:1])=[N:23][C:22]=1[CH3:27])=[O:20])[C:12]1[CH:17]=[CH:16][CH:15]=[CH:14][CH:13]=1. (6) Given the reactants O[N:2]=[C:3]([C:5]1[CH:6]=[C:7]([CH:12]=[CH:13][C:14]=1[CH3:15])[C:8]([O:10][CH3:11])=[O:9])[NH2:4], predict the reaction product. The product is: [C:3]([C:5]1[CH:6]=[C:7]([CH:12]=[CH:13][C:14]=1[CH3:15])[C:8]([O:10][CH3:11])=[O:9])(=[NH:2])[NH2:4]. (7) Given the reactants [F:1][C:2]1[CH:7]=[CH:6][CH:5]=[CH:4][C:3]=1[C:8]1[N:12]([S:13]([C:16]2[CH:17]=[N:18][CH:19]=[CH:20][CH:21]=2)(=[O:15])=[O:14])[CH:11]=[C:10]([CH:22]=[O:23])[CH:9]=1.[Br:24]N1C(=O)CCC1=O.C(=O)([O-])O.[Na+], predict the reaction product. The product is: [Br:24][C:11]1[N:12]([S:13]([C:16]2[CH:17]=[N:18][CH:19]=[CH:20][CH:21]=2)(=[O:15])=[O:14])[C:8]([C:3]2[CH:4]=[CH:5][CH:6]=[CH:7][C:2]=2[F:1])=[CH:9][C:10]=1[CH:22]=[O:23].